This data is from Forward reaction prediction with 1.9M reactions from USPTO patents (1976-2016). The task is: Predict the product of the given reaction. (1) The product is: [CH2:4]([C:6]1[C:14]2[N:13]3[CH:15]=[CH:16][N:17]=[C:12]3[CH:11]=[N:10][C:9]=2[NH:8][C:7]=1[C:18]1[CH:23]=[CH:22][C:21]([C:24]([OH:26])([CH3:1])[CH3:25])=[CH:20][CH:19]=1)[CH3:5]. Given the reactants [CH3:1][Mg]Cl.[CH2:4]([C:6]1[C:14]2[N:13]3[CH:15]=[CH:16][N:17]=[C:12]3[CH:11]=[N:10][C:9]=2[NH:8][C:7]=1[C:18]1[CH:23]=[CH:22][C:21]([C:24](=[O:26])[CH3:25])=[CH:20][CH:19]=1)[CH3:5], predict the reaction product. (2) Given the reactants [CH3:1][C:2]1[CH:28]=[CH:27][C:5]([CH2:6][C:7]2[CH:15]=[C:14]([CH2:16][C:17]3[CH:22]=[CH:21][C:20]([CH3:23])=[CH:19][CH:18]=3)[C:10]([C:11](O)=[O:12])=[CH:9][C:8]=2[C:24]([OH:26])=O)=[CH:4][CH:3]=1.FC(F)(F)C(O)=O.FC(F)(F)S(O)(=O)=O, predict the reaction product. The product is: [CH3:23][C:20]1[CH:21]=[CH:22][C:17]2[CH2:16][C:14]3[C:10]([C:11](=[O:12])[C:18]=2[CH:19]=1)=[CH:9][C:8]1[C:24](=[O:26])[C:27]2[C:5](=[CH:4][CH:3]=[C:2]([CH3:1])[CH:28]=2)[CH2:6][C:7]=1[CH:15]=3.